From a dataset of Reaction yield outcomes from USPTO patents with 853,638 reactions. Predict the reaction yield, written as a fraction of the theoretical maximum amount of product (1.0 means a 100% yield; for example, 0.34 means a 34% yield). (1) The reactants are [S:1]1[CH:5]=[CH:4][C:3]2[CH:6]=[C:7]([CH:10]3[C:19]4[C:14](=[CH:15][CH:16]=[CH:17][CH:18]=4)[CH2:13][NH:12][CH2:11]3)[CH:8]=[CH:9][C:2]1=2.Cl[CH2:21][C:22]#[N:23].[C:24](=[O:27])([O-:26])[O-].[Cs+].[Cs+].[C:30]([O:33]CC)(=[O:32])C. The yield is 0.310. The catalyst is CN(C=O)C. The product is [C:30]([OH:33])(=[O:32])/[CH:21]=[CH:22]/[C:24]([OH:26])=[O:27].[S:1]1[CH:5]=[CH:4][C:3]2[CH:6]=[C:7]([CH:10]3[C:19]4[C:14](=[CH:15][CH:16]=[CH:17][CH:18]=4)[CH2:13][N:12]([CH2:21][C:22]#[N:23])[CH2:11]3)[CH:8]=[CH:9][C:2]1=2. (2) The reactants are FC(F)(F)C(O)=O.[Br:8][C:9](=[C:27]1[CH2:32][CH2:31][NH:30][CH2:29][CH2:28]1)[C:10]1[CH:11]=[C:12]([CH:24]=[CH:25][CH:26]=1)[O:13][C:14]1[CH:19]=[CH:18][C:17]([C:20]([F:23])([F:22])[F:21])=[CH:16][N:15]=1.[N:33]1[CH:38]=[CH:37][CH:36]=[C:35]([NH:39][C:40](=O)[O:41]C2C=CC=CC=2)[CH:34]=1.C(N(CC)CC)C. The catalyst is CS(C)=O. The product is [Br:8][C:9]([C:10]1[CH:26]=[CH:25][CH:24]=[C:12]([O:13][C:14]2[CH:19]=[CH:18][C:17]([C:20]([F:22])([F:23])[F:21])=[CH:16][N:15]=2)[CH:11]=1)=[C:27]1[CH2:32][CH2:31][N:30]([C:40]([NH:39][C:35]2[CH:34]=[N:33][CH:38]=[CH:37][CH:36]=2)=[O:41])[CH2:29][CH2:28]1. The yield is 0.620.